From a dataset of Full USPTO retrosynthesis dataset with 1.9M reactions from patents (1976-2016). Predict the reactants needed to synthesize the given product. (1) The reactants are: [ClH:1].[CH3:2]/[C:3](/[CH2:12][CH2:13][CH:14]=[C:15]([CH3:17])[CH3:16])=[CH:4]\[CH2:5][CH2:6][C:7]([CH:9]1[CH2:11][CH2:10]1)=[CH2:8].[O-]S([O-])=O.[Na+].[Na+].C(OCC)(=O)C. Given the product [Cl:1][CH2:11][CH2:10]/[CH:9]=[C:7](\[CH3:8])/[CH2:6][CH2:5][CH:4]=[C:3]([CH3:2])[CH2:12][CH2:13][CH:14]=[C:15]([CH3:17])[CH3:16], predict the reactants needed to synthesize it. (2) The reactants are: [CH3:1][C@@H:2]1[CH2:7][NH:6][CH2:5][CH2:4][NH:3]1.[CH2:8]([O:10][C:11](=[O:20])[C:12]1[CH:17]=[C:16]([Cl:18])[C:15](Cl)=[N:14][CH:13]=1)[CH3:9].C(=O)([O-])[O-].[K+].[K+]. Given the product [CH2:8]([O:10][C:11](=[O:20])[C:12]1[CH:17]=[C:16]([Cl:18])[C:15]([N:6]2[CH2:5][CH2:4][NH:3][C@H:2]([CH3:1])[CH2:7]2)=[N:14][CH:13]=1)[CH3:9], predict the reactants needed to synthesize it. (3) The reactants are: Cl[C:2]1[N:7]=[C:6]([C:8]2[C:9]([C:17]3[CH:22]=[CH:21][C:20]([F:23])=[CH:19][CH:18]=3)=[N:10][N:11]3[CH2:16][CH2:15][CH2:14][CH2:13][C:12]=23)[CH:5]=[CH:4][N:3]=1.C(N(CC)CC)C.[CH:31]1([NH2:35])[CH2:34][CH2:33][CH2:32]1. Given the product [CH:31]1([NH:35][C:2]2[N:7]=[C:6]([C:8]3[C:9]([C:17]4[CH:22]=[CH:21][C:20]([F:23])=[CH:19][CH:18]=4)=[N:10][N:11]4[CH2:16][CH2:15][CH2:14][CH2:13][C:12]=34)[CH:5]=[CH:4][N:3]=2)[CH2:34][CH2:33][CH2:32]1, predict the reactants needed to synthesize it. (4) Given the product [F:1][C:2]1[CH:10]=[CH:9][C:8]2[N:7]([CH2:17][C:18]3[CH:27]=[CH:26][C:21]([C:22]([O:24][CH3:25])=[O:23])=[CH:20][CH:19]=3)[C:6]3[CH2:11][CH2:12][NH:13][C:14](=[O:15])[C:5]=3[C:4]=2[CH:3]=1, predict the reactants needed to synthesize it. The reactants are: [F:1][C:2]1[CH:10]=[CH:9][C:8]2[NH:7][C:6]3[CH2:11][CH2:12][NH:13][C:14](=[O:15])[C:5]=3[C:4]=2[CH:3]=1.Br[CH2:17][C:18]1[CH:27]=[CH:26][C:21]([C:22]([O:24][CH3:25])=[O:23])=[CH:20][CH:19]=1.C(=O)([O-])[O-].[Cs+].[Cs+]. (5) Given the product [NH2:29][C:23]1([C:21]([NH:20][C@H:17]([C:18]#[N:19])[CH2:16][C:13]2[CH:12]=[CH:11][C:10]([C:7]3[CH:8]=[CH:9][C:4]([C:1](=[O:3])[NH2:2])=[C:5]([F:37])[CH:6]=3)=[CH:15][CH:14]=2)=[O:22])[CH2:24][CH2:25][O:26][CH2:27][CH2:28]1, predict the reactants needed to synthesize it. The reactants are: [C:1]([C:4]1[CH:9]=[CH:8][C:7]([C:10]2[CH:15]=[CH:14][C:13]([CH2:16][C@H:17]([NH:20][C:21]([C:23]3([NH:29]C(=O)OC(C)(C)C)[CH2:28][CH2:27][O:26][CH2:25][CH2:24]3)=[O:22])[C:18]#[N:19])=[CH:12][CH:11]=2)=[CH:6][C:5]=1[F:37])(=[O:3])[NH2:2].O. (6) Given the product [Cl:1][C:2]1[CH:7]=[CH:6][C:5]([CH:8]2[C:15]3[C:11](=[N:12][N:13]([CH3:28])[C:14]=3[CH3:16])[C:10](=[O:17])[N:9]2[C:18]2[CH:23]=[CH:22][C:21](=[O:24])[N:20]([CH3:25])[CH:19]=2)=[CH:4][CH:3]=1, predict the reactants needed to synthesize it. The reactants are: [Cl:1][C:2]1[CH:7]=[CH:6][C:5]([CH:8]2[C:15]3[C:11](=[N:12][NH:13][C:14]=3[CH3:16])[C:10](=[O:17])[N:9]2[C:18]2[CH:23]=[CH:22][C:21](=[O:24])[N:20]([CH3:25])[CH:19]=2)=[CH:4][CH:3]=1.[H-].[Na+].[CH3:28]N(C=O)C. (7) Given the product [CH3:22][O:21][C:19]([C:18]1[CH:23]=[CH:24][C:15]([N:11]2[CH2:10][CH2:9][C:8]3([CH2:5][N:6]([C:35]([O:36][C:42]([CH3:41])([CH3:43])[CH3:25])=[O:34])[CH2:7]3)[CH2:13][CH2:12]2)=[N:16][CH:17]=1)=[O:20], predict the reactants needed to synthesize it. The reactants are: C([CH:5]1[C:8]2([CH2:13][CH2:12][NH:11][CH2:10][CH2:9]2)[CH2:7][NH:6]1)(C)(C)C.Cl[C:15]1[CH:24]=[CH:23][C:18]([C:19]([O:21][CH3:22])=[O:20])=[CH:17][N:16]=1.[CH3:25]CN(CC)CC.CC[O:34][C:35](C)=[O:36].CN1[CH2:43][CH2:42][CH2:41]C1.